From a dataset of Forward reaction prediction with 1.9M reactions from USPTO patents (1976-2016). Predict the product of the given reaction. (1) Given the reactants N[C@@H:2]([CH2:6][C:7]1[CH:8]=[N:9][CH:10]=[CH:11][CH:12]=1)[C:3]([OH:5])=O.[CH:13]1([NH:20][C:21]([NH2:23])=[S:22])[CH2:19][CH2:18][CH2:17][CH2:16][CH2:15][CH2:14]1, predict the reaction product. The product is: [CH:13]1([NH:20][C:21]2[S:22][CH:2]([CH2:6][C:7]3[CH:8]=[N:9][CH:10]=[CH:11][CH:12]=3)[C:3](=[O:5])[N:23]=2)[CH2:19][CH2:18][CH2:17][CH2:16][CH2:15][CH2:14]1. (2) The product is: [C:15]([O:19][C:20]([N:22]1[CH2:27][CH2:26][N:25]([C:12]([C:7]2[CH:8]=[CH:9][CH:10]=[C:11]3[C:6]=2[NH:5][CH:4]=[C:3]3[CH:1]=[O:2])=[O:14])[CH2:24][CH2:23]1)=[O:21])([CH3:18])([CH3:16])[CH3:17]. Given the reactants [CH:1]([C:3]1[C:11]2[C:6](=[C:7]([C:12]([OH:14])=O)[CH:8]=[CH:9][CH:10]=2)[NH:5][CH:4]=1)=[O:2].[C:15]([O:19][C:20]([N:22]1[CH2:27][CH2:26][NH:25][CH2:24][CH2:23]1)=[O:21])([CH3:18])([CH3:17])[CH3:16].C1C=CC2N(O)N=NC=2C=1.C(Cl)CCl, predict the reaction product. (3) Given the reactants [OH:1][CH2:2][CH2:3][O:4][C:5]1[CH:6]=[C:7]([CH:10]=[CH:11][CH:12]=1)[CH:8]=O.[C:13]([C:16]1[C:17](=[O:25])[N:18]([CH3:24])[C:19]([CH3:23])=[CH:20][C:21]=1[OH:22])(=[O:15])[CH3:14], predict the reaction product. The product is: [OH:22][C:21]1[CH:20]=[C:19]([CH3:23])[N:18]([CH3:24])[C:17](=[O:25])[C:16]=1[C:13](=[O:15])[CH:14]=[CH:8][C:7]1[CH:10]=[CH:11][CH:12]=[C:5]([O:4][CH2:3][CH2:2][OH:1])[CH:6]=1. (4) Given the reactants Br[C:2]1[C:7]2[CH:8]=[C:9]([C:11]3[CH:16]=[CH:15][C:14]([O:17][CH3:18])=[CH:13][CH:12]=3)[O:10][C:6]=2[CH:5]=[CH:4][C:3]=1[O:19][CH3:20].[Cu][C:22]#[N:23], predict the reaction product. The product is: [CH3:20][O:19][C:3]1[C:2]([C:22]#[N:23])=[C:7]2[CH:8]=[C:9]([C:11]3[CH:16]=[CH:15][C:14]([O:17][CH3:18])=[CH:13][CH:12]=3)[O:10][C:6]2=[CH:5][CH:4]=1. (5) Given the reactants [N-:1]([C:4]#[N:5])[C:2]#[N:3].[Na+].[CH2:7]([NH2:13])[CH2:8][CH2:9][CH2:10][CH2:11][CH3:12].Cl, predict the reaction product. The product is: [CH2:7]([NH:13][C:4]([NH:1][C:2]#[N:3])=[NH:5])[CH2:8][CH2:9][CH2:10][CH2:11][CH3:12]. (6) Given the reactants [O:1]1[C:5]2[CH:6]=[CH:7][CH:8]=[CH:9][C:4]=2[CH:3]=[C:2]1[CH2:10][CH2:11][CH2:12]Br.[O:14]1[C:18]2([CH2:23][CH2:22][NH:21][CH2:20][CH2:19]2)[O:17][CH2:16][CH2:15]1.C(=O)([O-])[O-].[K+].[K+], predict the reaction product. The product is: [O:1]1[C:5]2[CH:6]=[CH:7][CH:8]=[CH:9][C:4]=2[CH:3]=[C:2]1[CH2:10][CH2:11][CH2:12][N:21]1[CH2:22][CH2:23][C:18]2([O:17][CH2:16][CH2:15][O:14]2)[CH2:19][CH2:20]1. (7) Given the reactants [O:1]=[C:2]1[CH:7]=[CH:6][C:5](=[N:8][S:9]([CH3:12])(=[O:11])=[O:10])[CH:4]=[CH:3]1.O=[C:14]([CH2:19][CH2:20][CH2:21][CH3:22])[CH2:15][C:16]([OH:18])=[O:17].C[O-].[Na+], predict the reaction product. The product is: [CH2:19]([C:14]1[O:1][C:2]2[CH:7]=[CH:6][C:5]([NH:8][S:9]([CH3:12])(=[O:11])=[O:10])=[CH:4][C:3]=2[C:15]=1[C:16]([OH:18])=[O:17])[CH2:20][CH2:21][CH3:22]. (8) Given the reactants C1N=CN(C(N2C=NC=C2)=O)C=1.[CH2:13]1[CH2:18][CH2:17][CH:16]([N:19]=C=[N:19][CH:16]2[CH2:17][CH2:18][CH2:13][CH2:14][CH2:15]2)[CH2:15][CH2:14]1.[C:28]([OH:39])(=O)[CH2:29][CH2:30][CH2:31][CH2:32][CH2:33][CH2:34][C:35]([OH:37])=O.[NH2:40][OH:41].NC1C=CC=CC=1, predict the reaction product. The product is: [CH:13]1[CH:18]=[CH:17][C:16]([NH:19][C:35]([CH2:34][CH2:33][CH2:32][CH2:31][CH2:30][CH2:29][C:28]([NH:40][OH:41])=[O:39])=[O:37])=[CH:15][CH:14]=1. (9) Given the reactants C([C@H]1COC(C)(C)N1C(=O)C(C1C=CN(C2C=CC(C3C=CC=CC=3)=CC=2)C=1)O)C1C=CC=CC=1.[CH2:36]([O:38][C:39](=[O:59])[C:40]([C:42]1[O:46][C:45]([C:47]2[CH:52]=[CH:51][C:50]([C:53]3[CH:58]=[CH:57][CH:56]=[CH:55][CH:54]=3)=[CH:49][CH:48]=2)=[CH:44][CH:43]=1)=[O:41])[CH3:37].[BH4-].[Na+], predict the reaction product. The product is: [CH2:36]([O:38][C:39](=[O:59])[CH:40]([C:42]1[O:46][C:45]([C:47]2[CH:52]=[CH:51][C:50]([C:53]3[CH:58]=[CH:57][CH:56]=[CH:55][CH:54]=3)=[CH:49][CH:48]=2)=[CH:44][CH:43]=1)[OH:41])[CH3:37]. (10) Given the reactants Br[C:2]1[CH:7]=[CH:6][C:5]([C:8]2[CH2:12][CH:11]([CH2:13][NH:14][C:15]([C:17]3[S:18][C:19]([Cl:22])=[CH:20][CH:21]=3)=[O:16])[O:10][N:9]=2)=[CH:4][CH:3]=1.[CH:23]([C:25]1[CH:30]=[CH:29][CH:28]=[CH:27][C:26]=1B(O)O)=[O:24].C([O-])([O-])=O.[K+].[K+].[Br-], predict the reaction product. The product is: [CH:23]([C:25]1[CH:30]=[CH:29][CH:28]=[CH:27][C:26]=1[C:2]1[CH:7]=[CH:6][C:5]([C:8]2[CH2:12][CH:11]([CH2:13][NH:14][C:15]([C:17]3[S:18][C:19]([Cl:22])=[CH:20][CH:21]=3)=[O:16])[O:10][N:9]=2)=[CH:4][CH:3]=1)=[O:24].